Dataset: Peptide-MHC class I binding affinity with 185,985 pairs from IEDB/IMGT. Task: Regression. Given a peptide amino acid sequence and an MHC pseudo amino acid sequence, predict their binding affinity value. This is MHC class I binding data. (1) The peptide sequence is GPRGRHVVL. The MHC is HLA-B15:01 with pseudo-sequence HLA-B15:01. The binding affinity (normalized) is 0.0847. (2) The peptide sequence is AQNAISTTF. The MHC is HLA-B48:01 with pseudo-sequence HLA-B48:01. The binding affinity (normalized) is 0.325. (3) The MHC is HLA-A02:01 with pseudo-sequence HLA-A02:01. The peptide sequence is GLTEVFGST. The binding affinity (normalized) is 0.428. (4) The peptide sequence is MVGVGSLVK. The MHC is HLA-A11:01 with pseudo-sequence HLA-A11:01. The binding affinity (normalized) is 0.695. (5) The peptide sequence is LEKARGSTY. The MHC is HLA-A03:01 with pseudo-sequence HLA-A03:01. The binding affinity (normalized) is 0.128. (6) The peptide sequence is KIDILQMREI. The MHC is HLA-A68:02 with pseudo-sequence HLA-A68:02. The binding affinity (normalized) is 0.